Task: Predict the reaction yield, written as a fraction of the theoretical maximum amount of product (1.0 means a 100% yield; for example, 0.34 means a 34% yield).. Dataset: Reaction yield outcomes from USPTO patents with 853,638 reactions (1) The reactants are C(C1COC(=O)N1[C:14](=[O:33])[CH:15]([CH2:27][CH:28]1[CH2:32][CH2:31][CH2:30][CH2:29]1)[CH2:16][N:17]([O:20][CH:21]1[CH2:26][CH2:25][CH2:24][CH2:23][O:22]1)[CH:18]=[O:19])C1C=CC=CC=1.C1C[O:37]CC1.O.OO. The catalyst is [Cl-].[Na+].O. The product is [CH:28]1([CH2:27][CH:15]([CH2:16][N:17]([CH:18]=[O:19])[O:20][CH:21]2[CH2:26][CH2:25][CH2:24][CH2:23][O:22]2)[C:14]([OH:33])=[O:37])[CH2:29][CH2:30][CH2:31][CH2:32]1. The yield is 0.500. (2) The reactants are [F-].C([N+](CCCC)(CCCC)CCCC)CCC.[F:19][C:20]([F:30])([F:29])[C:21]1[CH:28]=[CH:27][CH:26]=[CH:25][C:22]=1[CH:23]=[O:24].[F:31][C:32]([Si](C)(C)C)([F:34])[F:33].Cl. The catalyst is C1COCC1. The product is [F:19][C:20]([F:29])([F:30])[C:21]1[CH:28]=[CH:27][CH:26]=[CH:25][C:22]=1[CH:23]([OH:24])[C:32]([F:34])([F:33])[F:31]. The yield is 0.900. (3) The reactants are [CH:1]([C:4]1[CH:12]=[CH:11][C:7]([C:8](O)=[O:9])=[C:6]([O:13][CH2:14][O:15][CH3:16])[CH:5]=1)([CH3:3])[CH3:2].CN1CCOCC1.ClC(OCC)=O.[BH4-].[Na+].C(=O)=O. The catalyst is O1CCCC1.CO. The product is [CH:1]([C:4]1[CH:12]=[CH:11][C:7]([CH2:8][OH:9])=[C:6]([O:13][CH2:14][O:15][CH3:16])[CH:5]=1)([CH3:3])[CH3:2]. The yield is 0.500. (4) The reactants are Br[C:2]1[CH:7]=[C:6]([S:8]([C:10]2[CH:15]=[CH:14][C:13]([Cl:16])=[CH:12][CH:11]=2)=[O:9])[CH:5]=[CH:4][C:3]=1[CH2:17][O:18][CH2:19][O:20][CH3:21].[CH3:22][C:23]1([CH3:39])[C:27]([CH3:29])([CH3:28])[O:26][B:25]([B:25]2[O:26][C:27]([CH3:29])([CH3:28])[C:23]([CH3:39])([CH3:22])[O:24]2)[O:24]1.CC([O-])=O.[K+]. The catalyst is O1CCOCC1.C1C=CC(P(C2C=CC=CC=2)[C-]2C=CC=C2)=CC=1.C1C=CC(P(C2C=CC=CC=2)[C-]2C=CC=C2)=CC=1.Cl[Pd]Cl.[Fe+2]. The product is [Cl:16][C:13]1[CH:14]=[CH:15][C:10]([S:8]([C:6]2[CH:5]=[CH:4][C:3]([CH2:17][O:18][CH2:19][O:20][CH3:21])=[C:2]([B:25]3[O:26][C:27]([CH3:29])([CH3:28])[C:23]([CH3:39])([CH3:22])[O:24]3)[CH:7]=2)=[O:9])=[CH:11][CH:12]=1. The yield is 0.700.